This data is from Forward reaction prediction with 1.9M reactions from USPTO patents (1976-2016). The task is: Predict the product of the given reaction. Given the reactants Cl.[CH2:2]([O:4][C:5]([C@@:7]1([NH2:12])[CH2:9][C@H:8]1[CH:10]=[CH2:11])=[O:6])[CH3:3].CCN(C(C)C)C(C)C.[C:22]([O:26][C:27]([N:29]1[CH2:33][C@H:32]([O:34][C:35]2[C:44]3[C:39](=[CH:40][C:41]([O:45][CH3:46])=[CH:42][CH:43]=3)[N:38]=[C:37]([C:47]([O:49][CH3:50])=[O:48])[CH:36]=2)[CH2:31][C@H:30]1[C:51](O)=[O:52])=[O:28])([CH3:25])([CH3:24])[CH3:23].CN(C(ON1N=NC2C=CC=CC1=2)=[N+](C)C)C.[B-](F)(F)(F)F, predict the reaction product. The product is: [C:22]([O:26][C:27]([N:29]1[CH2:33][C@H:32]([O:34][C:35]2[C:44]3[C:39](=[CH:40][C:41]([O:45][CH3:46])=[CH:42][CH:43]=3)[N:38]=[C:37]([C:47]([O:49][CH3:50])=[O:48])[CH:36]=2)[CH2:31][C@H:30]1[C:51](=[O:52])[NH:12][C@:7]1([C:5]([O:4][CH2:2][CH3:3])=[O:6])[CH2:9][C@H:8]1[CH:10]=[CH2:11])=[O:28])([CH3:24])([CH3:25])[CH3:23].